From a dataset of Catalyst prediction with 721,799 reactions and 888 catalyst types from USPTO. Predict which catalyst facilitates the given reaction. (1) Reactant: [CH3:1][O:2][C:3]1[CH:8]=[C:7]([Cl:9])[N:6]=[C:5]([C:10]([OH:12])=O)[CH:4]=1.C1N=C[N:15](C(N2C=NC=C2)=O)C=1.[NH4+].[OH-].O. Product: [Cl:9][C:7]1[N:6]=[C:5]([C:10]([NH2:15])=[O:12])[CH:4]=[C:3]([O:2][CH3:1])[CH:8]=1. The catalyst class is: 85. (2) The catalyst class is: 400. Product: [CH:5]([N:4]1[C:1]([CH3:3])=[CH:2][CH:18]=[C:12]([C:11]([O:10][CH2:8][CH3:9])=[O:22])[C:13]1=[O:14])([CH3:7])[CH3:6]. Reactant: [CH:1]([N:4]=[C:5]([CH3:7])[CH3:6])([CH3:3])[CH3:2].[CH2:8]([O:10][C:11](=[O:22])[C:12](=[CH:18]OCC)[C:13](OCC)=[O:14])[CH3:9].